Dataset: Catalyst prediction with 721,799 reactions and 888 catalyst types from USPTO. Task: Predict which catalyst facilitates the given reaction. (1) Reactant: C1(P(C2C=CC=CC=2)C2C=CC=CC=2)C=CC=CC=1.[Br:20][C:21]1[CH:26]=[CH:25][C:24]([S:27](Cl)(=O)=O)=[C:23]([F:31])[CH:22]=1.O. Product: [Br:20][C:21]1[CH:26]=[CH:25][C:24]([SH:27])=[C:23]([F:31])[CH:22]=1. The catalyst class is: 1. (2) Reactant: [NH:1]1[CH:5]=[CH:4][C:3]([NH2:6])=[N:2]1.C(N(CC)CC)C.[C:14](O[C:14]([O:16][C:17]([CH3:20])([CH3:19])[CH3:18])=[O:15])([O:16][C:17]([CH3:20])([CH3:19])[CH3:18])=[O:15]. The catalyst class is: 12. Product: [C:17]([O:16][C:14]([N:2]1[C:3]([NH2:6])=[CH:4][CH:5]=[N:1]1)=[O:15])([CH3:20])([CH3:19])[CH3:18]. (3) Reactant: [SiH3]O[SiH3].[CH:4]1([O:7][C:8]2[CH:9]=[C:10]([CH2:18][O:19][Si](C(C)C)(C(C)C)C(C)C)[CH:11]=[CH:12][C:13]=2[O:14][CH:15]([F:17])[F:16])[CH2:6][CH2:5]1.CCCC[N+](CCCC)(CCCC)CCCC.[F-]. Product: [CH:4]1([O:7][C:8]2[CH:9]=[C:10]([CH:11]=[CH:12][C:13]=2[O:14][CH:15]([F:16])[F:17])[CH2:18][OH:19])[CH2:5][CH2:6]1. The catalyst class is: 1. (4) Reactant: [Cl:1][C:2]1[CH:7]=[C:6]([C:8]2[CH:13]=[N:12][CH:11]=[C:10]([CH3:14])[N:9]=2)[CH:5]=[CH:4][C:3]=1[C:15]1[C:26](=[O:27])[N:25]([CH2:28][CH2:29][CH2:30][C:31]([NH2:33])=[O:32])[C:18]2[N:19]=[C:20]([S:23][CH3:24])[N:21]=[CH:22][C:17]=2[CH:16]=1.C1C=C(Cl)C=C(C(OO)=[O:42])C=1. Product: [Cl:1][C:2]1[CH:7]=[C:6]([C:8]2[CH:13]=[N:12][CH:11]=[C:10]([CH3:14])[N:9]=2)[CH:5]=[CH:4][C:3]=1[C:15]1[C:26](=[O:27])[N:25]([CH2:28][CH2:29][CH2:30][C:31]([NH2:33])=[O:32])[C:18]2[N:19]=[C:20]([S:23]([CH3:24])=[O:42])[N:21]=[CH:22][C:17]=2[CH:16]=1. The catalyst class is: 2. (5) Reactant: CC([Si](C)(C)[O:6][CH2:7][CH2:8][N:9]([CH3:21])[C:10](=[O:20])[C:11]1[CH:16]=[CH:15][C:14](F)=[C:13]([F:18])[C:12]=1F)(C)C.[CH2:24]([N:26]1[CH:30]=[CH:29][C:28]([NH:31][C:32](=[O:46])[C:33]2[CH:38]=[C:37]([O:39][C@@H:40]([CH3:44])[CH2:41][O:42][CH3:43])[CH:36]=[C:35]([OH:45])[CH:34]=2)=[N:27]1)[CH3:25].C(=O)([O-])[O-].[K+].[K+].O. Product: [CH2:24]([N:26]1[CH:30]=[CH:29][C:28]([NH:31][C:32](=[O:46])[C:33]2[CH:38]=[C:37]([O:39][C@@H:40]([CH3:44])[CH2:41][O:42][CH3:43])[CH:36]=[C:35]([O:45][C:14]3[CH:15]=[CH:16][C:11]4[C:10](=[O:20])[N:9]([CH3:21])[CH2:8][CH2:7][O:6][C:12]=4[C:13]=3[F:18])[CH:34]=2)=[N:27]1)[CH3:25]. The catalyst class is: 44. (6) Reactant: C(O[C:4]([C:6]1[C:7]2[S:15][CH:14]=[C:13]([CH2:16][O:17][C:18]3[CH:23]=[CH:22][C:21]([O:24][CH3:25])=[CH:20][C:19]=3[Cl:26])[C:8]=2[C:9]([NH2:12])=[N:10][CH:11]=1)=[O:5])C.O.[CH2:28]([CH2:30][NH2:31])[OH:29]. Product: [OH:29][CH2:28][CH2:30][NH:31][C:4]([C:6]1[C:7]2[S:15][CH:14]=[C:13]([CH2:16][O:17][C:18]3[CH:23]=[CH:22][C:21]([O:24][CH3:25])=[CH:20][C:19]=3[Cl:26])[C:8]=2[C:9]([NH2:12])=[N:10][CH:11]=1)=[O:5]. The catalyst class is: 16. (7) Reactant: [C:1]([O:5][C:6]([N:8]1[CH2:13][CH2:12][N:11]2[C:14]([CH2:18][CH3:19])=[N:15][C:16](I)=[C:10]2[CH:9]1[CH2:20][CH2:21][C:22]1[CH:27]=[CH:26][C:25]([C:28]([F:31])([F:30])[F:29])=[CH:24][CH:23]=1)=[O:7])([CH3:4])([CH3:3])[CH3:2].C([Mg]Br)C.[C:36](=[O:38])=[O:37].O. Product: [C:1]([O:5][C:6]([N:8]1[CH2:13][CH2:12][N:11]2[C:14]([CH2:18][CH3:19])=[N:15][C:16]([C:36]([OH:38])=[O:37])=[C:10]2[CH:9]1[CH2:20][CH2:21][C:22]1[CH:27]=[CH:26][C:25]([C:28]([F:31])([F:30])[F:29])=[CH:24][CH:23]=1)=[O:7])([CH3:4])([CH3:3])[CH3:2]. The catalyst class is: 721.